This data is from Full USPTO retrosynthesis dataset with 1.9M reactions from patents (1976-2016). The task is: Predict the reactants needed to synthesize the given product. (1) Given the product [Cl:18][C:19]1[CH:24]=[N:23][CH:22]=[C:21]([C:2]#[C:1][C:3]2[CH:8]=[CH:7][C:6]([F:9])=[C:5]([CH3:10])[CH:4]=2)[CH:20]=1, predict the reactants needed to synthesize it. The reactants are: [C:1]([C:3]1[CH:8]=[CH:7][C:6]([F:9])=[C:5]([CH3:10])[CH:4]=1)#[CH:2].C(N(CC)CC)C.[Cl:18][C:19]1[CH:20]=[C:21](OS(C(F)(F)F)(=O)=O)[CH:22]=[N:23][CH:24]=1. (2) Given the product [CH2:22]([O:21][PH:20](=[O:27])[O:24][CH2:25][CH3:26])[CH3:23].[CH3:2][O:3][C:4]1[CH:5]=[CH:6][C:7]([C:10]([C:12]([C:14]2[CH:19]=[CH:18][CH:17]=[CH:16][CH:15]=2)=[O:13])=[O:11])=[CH:8][CH:9]=1, predict the reactants needed to synthesize it. The reactants are: [Cl-].[CH3:2][O:3][C:4]1[CH:9]=[CH:8][C:7]([C:10]([C:12]([C:14]2[CH:19]=[CH:18][CH:17]=[CH:16][CH:15]=2)=[O:13])=[O:11])=[CH:6][CH:5]=1.[P:20]([O:27]CC)([O:24][CH2:25][CH3:26])[O:21][CH2:22][CH3:23]. (3) Given the product [Cl:1][C:2]1[C:3]([C:29]2[CH:30]=[N:31][N:32]3[CH:37]=[CH:36][CH:35]=[CH:34][C:33]=23)=[N:4][C:5]([NH:8][C:9]2[CH:14]=[C:13]([NH2:15])[C:12]([N:18]3[CH2:19][C:20]4([CH2:25][CH2:24][CH2:23][N:22]4[CH3:26])[CH2:21]3)=[CH:11][C:10]=2[O:27][CH3:28])=[N:6][CH:7]=1, predict the reactants needed to synthesize it. The reactants are: [Cl:1][C:2]1[C:3]([C:29]2[CH:30]=[N:31][N:32]3[CH:37]=[CH:36][CH:35]=[CH:34][C:33]=23)=[N:4][C:5]([NH:8][C:9]2[CH:14]=[C:13]([N+:15]([O-])=O)[C:12]([N:18]3[CH2:21][C:20]4([CH2:25][CH2:24][CH2:23][N:22]4[CH3:26])[CH2:19]3)=[CH:11][C:10]=2[O:27][CH3:28])=[N:6][CH:7]=1.[NH4+].[Cl-].O. (4) Given the product [NH2:4][C:5]1[C:15]([N+:16]([O-:18])=[O:17])=[CH:14][CH:13]=[C:7]2[C:6]=1[C:11](=[O:12])[O:10][C:8]12[C:25]2[CH:26]=[C:20]([F:19])[C:21]([OH:27])=[CH:22][C:23]=2[O:24][C:23]2[C:25]1=[CH:26][C:20]([F:19])=[C:21]([OH:27])[CH:22]=2, predict the reactants needed to synthesize it. The reactants are: C([NH:4][C:5]1[C:15]([N+:16]([O-:18])=[O:17])=[CH:14][CH:13]=[C:7]2[C:8]([O:10][C:11](=[O:12])[C:6]=12)=O)(=O)C.[F:19][C:20]1[CH:26]=[CH:25][C:23]([OH:24])=[CH:22][C:21]=1[OH:27].CS(O)(=O)=O. (5) Given the product [FH:10].[N+:17]([C:14]1[CH:15]=[CH:16][C:11]([N:4]2[CH:5]3[CH2:8][CH2:9][N:1]([CH2:7][CH2:6]3)[CH2:2][CH2:3]2)=[CH:12][CH:13]=1)([O-:19])=[O:18], predict the reactants needed to synthesize it. The reactants are: [N:1]12[CH2:9][CH2:8][CH:5]([CH2:6][CH2:7]1)[NH:4][CH2:3][CH2:2]2.[F:10][C:11]1[CH:16]=[CH:15][C:14]([N+:17]([O-:19])=[O:18])=[CH:13][CH:12]=1.C(OCCOCC)C. (6) Given the product [CH3:1][O:2][C:3](=[O:18])[CH:4]([CH2:40][CH:41]([CH3:42])[CH2:44][CH2:45][CH3:46])[C:5]1[C:13]2[C:8](=[CH:9][CH:10]=[CH:11][CH:12]=2)[N:7]([C:14]([O:16][CH3:17])=[O:15])[CH:6]=1, predict the reactants needed to synthesize it. The reactants are: [CH3:1][O:2][C:3](=[O:18])[CH2:4][C:5]1[C:13]2[C:8](=[CH:9][CH:10]=[CH:11][CH:12]=2)[N:7]([C:14]([O:16][CH3:17])=[O:15])[CH:6]=1.CN(C)P(=O)(N(C)C)N(C)C.C[Si]([N-][Si](C)(C)C)(C)C.[Li+].[CH3:40][CH:41]([CH2:44][CH2:45][CH3:46])[CH2:42]I.